This data is from TCR-epitope binding with 47,182 pairs between 192 epitopes and 23,139 TCRs. The task is: Binary Classification. Given a T-cell receptor sequence (or CDR3 region) and an epitope sequence, predict whether binding occurs between them. (1) The epitope is IQYIDIGNY. The TCR CDR3 sequence is CASSYFDEQFF. Result: 0 (the TCR does not bind to the epitope). (2) The TCR CDR3 sequence is CASSEAPGVGNTGELFF. Result: 0 (the TCR does not bind to the epitope). The epitope is EHPTFTSQYRIQGKL. (3) The epitope is YLNTLTLAV. The TCR CDR3 sequence is CASSLLAGGPDEQFF. Result: 1 (the TCR binds to the epitope).